This data is from Full USPTO retrosynthesis dataset with 1.9M reactions from patents (1976-2016). The task is: Predict the reactants needed to synthesize the given product. Given the product [Br:22][C:23]1[N:24]=[C:25]([CH2:28][O:18][C:15]2[CH:16]=[CH:17][N:12]([C:9]3[CH:10]=[CH:11][C:6]4[N:7]([C:20]([CH3:21])=[C:4]([CH:1]5[CH2:3][CH2:2]5)[N:5]=4)[CH:8]=3)[C:13](=[O:19])[CH:14]=2)[S:26][CH:27]=1, predict the reactants needed to synthesize it. The reactants are: [CH:1]1([C:4]2[N:5]=[C:6]3[CH:11]=[CH:10][C:9]([N:12]4[CH:17]=[CH:16][C:15]([OH:18])=[CH:14][C:13]4=[O:19])=[CH:8][N:7]3[C:20]=2[CH3:21])[CH2:3][CH2:2]1.[Br:22][C:23]1[N:24]=[C:25]([CH2:28]O)[S:26][CH:27]=1.C1(P(C2C=CC=CC=2)C2C=CC=CC=2)C=CC=CC=1.N(C(OCCOC)=O)=NC(OCCOC)=O.